From a dataset of Catalyst prediction with 721,799 reactions and 888 catalyst types from USPTO. Predict which catalyst facilitates the given reaction. Reactant: [Cl:1][C:2]1[CH:7]=[CH:6][C:5]([N:8]2[CH:12]=[CH:11][CH:10]=[C:9]2[CH:13]=O)=[C:4]([C:15]([C:17]2[C:26]3[C:21](=[CH:22][CH:23]=[CH:24][CH:25]=3)[CH:20]=[CH:19][CH:18]=2)=[O:16])[CH:3]=1.CP(=[CH:31][C:32]([O:34][CH3:35])=[O:33])(C)C. Product: [Cl:1][C:2]1[CH:7]=[CH:6][C:5]([N:8]2[CH:12]=[CH:11][CH:10]=[C:9]2/[CH:13]=[CH:31]/[C:32]([O:34][CH3:35])=[O:33])=[C:4]([C:15]([C:17]2[C:26]3[C:21](=[CH:22][CH:23]=[CH:24][CH:25]=3)[CH:20]=[CH:19][CH:18]=2)=[O:16])[CH:3]=1. The catalyst class is: 11.